Dataset: HIV replication inhibition screening data with 41,000+ compounds from the AIDS Antiviral Screen. Task: Binary Classification. Given a drug SMILES string, predict its activity (active/inactive) in a high-throughput screening assay against a specified biological target. The result is 0 (inactive). The drug is Clc1cnnc2[nH]cnc12.